This data is from Full USPTO retrosynthesis dataset with 1.9M reactions from patents (1976-2016). The task is: Predict the reactants needed to synthesize the given product. (1) Given the product [I:26][C:13]1[C:12]2[CH:14]=[C:15]([C:18]3[CH:19]=[CH:20][C:21]([C:22]#[N:23])=[CH:24][CH:25]=3)[CH:16]=[CH:17][C:11]=2[O:10][C:9]=1[CH2:8][CH2:7][N:3]1[CH2:4][CH2:5][CH2:6][C@H:2]1[CH3:1], predict the reactants needed to synthesize it. The reactants are: [CH3:1][C@@H:2]1[CH2:6][CH2:5][CH2:4][N:3]1[CH2:7][CH2:8][C:9]1[O:10][C:11]2[CH:17]=[CH:16][C:15]([C:18]3[CH:25]=[CH:24][C:21]([C:22]#[N:23])=[CH:20][CH:19]=3)=[CH:14][C:12]=2[CH:13]=1.[I:26]N1C(=O)CCC1=O. (2) The reactants are: [OH:1][C@@:2]([C:29]1[O:30][C:31]([CH3:34])=[CH:32][N:33]=1)([CH3:28])[C:3]#[C:4][C:5]1[CH:6]=[C:7]([C:11]2[N:20]=[C:19]([C:21]([O:23]CC)=O)[C:18]3[C:13](=[CH:14][C:15]([O:26][CH3:27])=[CH:16][CH:17]=3)[N:12]=2)[CH:8]=[CH:9][CH:10]=1.[NH3:35]. Given the product [OH:1][C@@:2]([C:29]1[O:30][C:31]([CH3:34])=[CH:32][N:33]=1)([CH3:28])[C:3]#[C:4][C:5]1[CH:6]=[C:7]([C:11]2[N:20]=[C:19]([C:21]([NH2:35])=[O:23])[C:18]3[C:13](=[CH:14][C:15]([O:26][CH3:27])=[CH:16][CH:17]=3)[N:12]=2)[CH:8]=[CH:9][CH:10]=1, predict the reactants needed to synthesize it. (3) Given the product [CH3:12][O:13][C:14](=[O:20])[CH:15]([C:6](=[O:7])[C:5]1[CH:9]=[CH:10][C:2]([Br:1])=[C:3]([CH3:11])[CH:4]=1)/[C:16](=[N:18]/[CH3:19])/[CH3:17], predict the reactants needed to synthesize it. The reactants are: [Br:1][C:2]1[CH:10]=[CH:9][C:5]([C:6](Cl)=[O:7])=[CH:4][C:3]=1[CH3:11].[CH3:12][O:13][C:14](=[O:20])[CH:15]=[C:16]([NH:18][CH3:19])[CH3:17].N1C=CC=CC=1.Cl.N1C=CC=CC=1.